Dataset: Peptide-MHC class II binding affinity with 134,281 pairs from IEDB. Task: Regression. Given a peptide amino acid sequence and an MHC pseudo amino acid sequence, predict their binding affinity value. This is MHC class II binding data. The peptide sequence is GVEGIGLQYLGYVIRK. The MHC is HLA-DQA10501-DQB10302 with pseudo-sequence HLA-DQA10501-DQB10302. The binding affinity (normalized) is 0.357.